Dataset: Reaction yield outcomes from USPTO patents with 853,638 reactions. Task: Predict the reaction yield, written as a fraction of the theoretical maximum amount of product (1.0 means a 100% yield; for example, 0.34 means a 34% yield). (1) The reactants are [N+](C1C=CC(C([O:10][CH2:11][CH2:12][CH2:13][CH2:14][C@H:15]([O:21][N+:22]([O-:24])=[O:23])[CH2:16][O:17][N+:18]([O-:20])=[O:19])=O)=CC=1)([O-])=O.C(O)C.C1COCC1.[OH-].[Na+]. The catalyst is C(OCC)(=O)C.O. The product is [N+:18]([O-:20])([O:17][CH2:16][C@@H:15]([O:21][N+:22]([O-:24])=[O:23])[CH2:14][CH2:13][CH2:12][CH2:11][OH:10])=[O:19]. The yield is 0.930. (2) The reactants are [N+]([C:4]1[CH:5]=[C:6]2[C:10](=[CH:11][CH:12]=1)[NH:9][N:8]=[C:7]2[C:13]1[CH:18]=[CH:17][CH:16]=[CH:15][CH:14]=1)([O-])=O.[H][H].C(OCC)(=[O:23])C. The catalyst is [Pd].[Pd].[C]. The product is [C:13]1([C:7]2[C:6]3[C:10](=[CH:11][CH:12]=[C:4]([OH:23])[CH:5]=3)[NH:9][N:8]=2)[CH:18]=[CH:17][CH:16]=[CH:15][CH:14]=1. The yield is 0.280. (3) The reactants are [N+:1]([C:4]1[CH:5]=[CH:6][C:7]2[O:11][C:10]([C:12]3[CH:17]=[CH:16][C:15]([CH3:18])=[CH:14][CH:13]=3)=[N:9][C:8]=2[CH:19]=1)([O-])=O. The product is [C:15]1([CH3:18])[CH:14]=[CH:13][C:12]([C:10]2[O:11][C:7]3[CH:6]=[CH:5][C:4]([NH2:1])=[CH:19][C:8]=3[N:9]=2)=[CH:17][CH:16]=1. The catalyst is C(OCC)(=O)C.C(O)(=O)C.[Pd]. The yield is 0.600. (4) The reactants are [NH2:1][C:2]1[C:7]([F:8])=[C:6]([C:9]2[CH:14]=[CH:13][C:12]([Cl:15])=[C:11]([O:16][CH3:17])[C:10]=2[F:18])[N:5]=[C:4]([C:19]([O:21][CH:22]([CH3:24])[CH3:23])=[O:20])[CH:3]=1.[Br:25]N1C(=O)CCC1=O. The catalyst is ClCCl. The product is [NH2:1][C:2]1[C:7]([F:8])=[C:6]([C:9]2[CH:14]=[CH:13][C:12]([Cl:15])=[C:11]([O:16][CH3:17])[C:10]=2[F:18])[N:5]=[C:4]([C:19]([O:21][CH:22]([CH3:24])[CH3:23])=[O:20])[C:3]=1[Br:25]. The yield is 0.830.